This data is from Reaction yield outcomes from USPTO patents with 853,638 reactions. The task is: Predict the reaction yield, written as a fraction of the theoretical maximum amount of product (1.0 means a 100% yield; for example, 0.34 means a 34% yield). (1) The yield is 0.930. The reactants are [F:1][C:2]1[CH:10]=[CH:9][C:5]([C:6]([NH2:8])=[S:7])=[CH:4][CH:3]=1.Br[CH2:12][C:13]([C:15]1[CH:20]=[CH:19][C:18]([Br:21])=[CH:17][CH:16]=1)=O. The product is [F:1][C:2]1[CH:10]=[CH:9][C:5]([C:6]2[S:7][CH:12]=[C:13]([C:15]3[CH:20]=[CH:19][C:18]([Br:21])=[CH:17][CH:16]=3)[N:8]=2)=[CH:4][CH:3]=1. The catalyst is CCO. (2) The reactants are [Br:1][CH:2]1[CH:6]([OH:7])[CH2:5][CH:4]([C:8]([O:10][CH3:11])=[O:9])[CH2:3]1.CC(OI1(OC(C)=O)(OC(C)=O)OC(=O)C2C1=CC=CC=2)=O.S([O-])([O-])(=O)=S.[Na+].[Na+].O. The catalyst is ClCCl. The product is [Br:1][CH:2]1[C:6](=[O:7])[CH2:5][CH:4]([C:8]([O:10][CH3:11])=[O:9])[CH2:3]1. The yield is 0.830. (3) The reactants are [CH2:1]([N:3]([CH2:7][CH3:8])[CH2:4][CH2:5][NH2:6])[CH3:2].S=[C:10]1[CH2:14][S:13][C:12](=[O:15])[NH:11]1.[CH:16]([C:18]1[CH:36]=[CH:35][C:21]([O:22][C:23]2[CH:30]=[CH:29][C:26]([C:27]#[N:28])=[CH:25][C:24]=2[C:31]([F:34])([F:33])[F:32])=[C:20]([O:37][CH3:38])[CH:19]=1)=O.CC(C)([O-])C.[K+].[Cl-].[NH4+]. The catalyst is C(O)C. The product is [CH2:1]([N:3]([CH2:7][CH3:8])[CH2:4][CH2:5][NH:6][C:10]1=[N:11][C:12](=[O:15])[S:13]/[C:14]/1=[CH:16]\[C:18]1[CH:36]=[CH:35][C:21]([O:22][C:23]2[CH:30]=[CH:29][C:26]([C:27]#[N:28])=[CH:25][C:24]=2[C:31]([F:32])([F:33])[F:34])=[C:20]([O:37][CH3:38])[CH:19]=1)[CH3:2]. The yield is 0.270.